From a dataset of Full USPTO retrosynthesis dataset with 1.9M reactions from patents (1976-2016). Predict the reactants needed to synthesize the given product. The reactants are: [CH3:1][C@:2]1([NH:17][C@@H:18]2[CH2:23][CH2:22][CH2:21][CH2:20][C@H:19]2[NH:24]C(=O)OCC2C=CC=CC=2)[CH2:7][CH2:6][CH2:5][N:4]([C:8]2[CH:13]=[CH:12][C:11]([N+:14]([O-:16])=[O:15])=[CH:10][CH:9]=2)[CH2:3]1.I[Si](C)(C)C.Cl. Given the product [CH3:1][C@:2]1([NH:17][C@@H:18]2[CH2:23][CH2:22][CH2:21][CH2:20][C@H:19]2[NH2:24])[CH2:7][CH2:6][CH2:5][N:4]([C:8]2[CH:9]=[CH:10][C:11]([N+:14]([O-:16])=[O:15])=[CH:12][CH:13]=2)[CH2:3]1, predict the reactants needed to synthesize it.